Predict the reaction yield, written as a fraction of the theoretical maximum amount of product (1.0 means a 100% yield; for example, 0.34 means a 34% yield). From a dataset of Reaction yield outcomes from USPTO patents with 853,638 reactions. (1) The catalyst is CN(C)C=O. The yield is 0.541. The product is [OH:41][C:38]1[CH:39]=[CH:40][C:35]([CH2:34][C@H:30]([NH:29][C:27]([C:24]2[CH:25]=[CH:26][C:8]3[C:7]([CH:1]4[CH2:2][CH2:3][CH2:4][CH2:5][CH2:6]4)=[C:16]4[N:10]([CH2:11][CH2:12][O:13][C:14]5[CH:20]=[C:19]([O:21][CH3:22])[CH:18]=[CH:17][C:15]=54)[C:9]=3[CH:23]=2)=[O:28])[C:31](=[O:33])[N:44]([O:45][CH3:46])[CH3:43])=[CH:36][CH:37]=1. The reactants are [CH:1]1([C:7]2[C:8]3[CH:26]=[CH:25][C:24]([C:27]([NH:29][C@@H:30]([CH2:34][C:35]4[CH:40]=[CH:39][C:38]([OH:41])=[CH:37][CH:36]=4)[C:31]([OH:33])=O)=[O:28])=[CH:23][C:9]=3[N:10]3[C:16]=2[C:15]2[CH:17]=[CH:18][C:19]([O:21][CH3:22])=[CH:20][C:14]=2[O:13][CH2:12][CH2:11]3)[CH2:6][CH2:5][CH2:4][CH2:3][CH2:2]1.Cl.[CH3:43][NH:44][O:45][CH3:46].O.ON1C2C=CC=CC=2N=N1.Cl.C(N=C=NCCCN(C)C)C.C(N(CC)CC)C.C(=O)([O-])O.[Na+]. (2) The reactants are C[O:2][C:3](=[O:33])[CH2:4][C:5]1[CH:10]=[CH:9][C:8]([N:11]2[C:18](=[S:19])[N:17]([C:20]3[CH:25]=[CH:24][C:23]([C:26]#[N:27])=[C:22]([C:28]([F:31])([F:30])[F:29])[CH:21]=3)[C:16](=[O:32])[C:12]32[CH2:15][CH2:14][CH2:13]3)=[CH:7][CH:6]=1.[OH-].[Na+]. The catalyst is CO. The product is [C:26]([C:23]1[CH:24]=[CH:25][C:20]([N:17]2[C:16](=[O:32])[C:12]3([CH2:13][CH2:14][CH2:15]3)[N:11]([C:8]3[CH:7]=[CH:6][C:5]([CH2:4][C:3]([OH:33])=[O:2])=[CH:10][CH:9]=3)[C:18]2=[S:19])=[CH:21][C:22]=1[C:28]([F:30])([F:31])[F:29])#[N:27]. The yield is 0.950.